From a dataset of Full USPTO retrosynthesis dataset with 1.9M reactions from patents (1976-2016). Predict the reactants needed to synthesize the given product. (1) Given the product [Cl:1][C:2]1[CH:12]=[CH:11][C:5]([O:6][CH2:7][C:8]([Cl:16])=[O:9])=[CH:4][CH:3]=1, predict the reactants needed to synthesize it. The reactants are: [Cl:1][C:2]1[CH:12]=[CH:11][C:5]([O:6][CH2:7][C:8](O)=[O:9])=[CH:4][CH:3]=1.C(Cl)(=O)C([Cl:16])=O.CN(C=O)C. (2) Given the product [CH2:12]([O:1][C:2]1[CH:9]=[CH:8][C:5]([C:6]#[N:7])=[CH:4][CH:3]=1)[CH:11]=[CH2:10], predict the reactants needed to synthesize it. The reactants are: [OH:1][C:2]1[CH:9]=[CH:8][C:5]([C:6]#[N:7])=[CH:4][CH:3]=1.[CH3:10][C:11](C)([O-])[CH3:12].[K+].BrCC=C.[OH-].[Na+]. (3) The reactants are: [Cl:1][C:2]1[CH:15]=[CH:14][C:5]2[S:6][C:7]([S:10](Cl)(=[O:12])=[O:11])=[C:8]([CH3:9])[C:4]=2[CH:3]=1.[NH2:16][C:17]1[CH:25]=[CH:24][CH:23]=[C:22]2[C:18]=1[C:19](CCN(C)C)=[CH:20][NH:21]2.[CH2:31]([N:33]([CH:37](C)C)[CH:34](C)C)[CH3:32]. Given the product [CH3:34][N:33]([CH3:37])[CH2:31][CH2:32][N:21]1[C:22]2[C:18](=[C:17]([NH:16][S:10]([C:7]3[S:6][C:5]4[CH:14]=[CH:15][C:2]([Cl:1])=[CH:3][C:4]=4[C:8]=3[CH3:9])(=[O:12])=[O:11])[CH:25]=[CH:24][CH:23]=2)[CH:19]=[CH:20]1, predict the reactants needed to synthesize it. (4) Given the product [Cl:49][C:50]1[CH:64]=[CH:63][C:53]2[NH:54][C:55]([CH:57]([NH:62][C:5](=[O:7])[C:4]3[CH:8]=[CH:9][C:10]([C:11]([N:13]4[CH2:17][CH2:16][CH2:15][CH2:14]4)=[O:12])=[C:2]([CH3:1])[CH:3]=3)[CH2:58][CH:59]([CH3:60])[CH3:61])=[N:56][C:52]=2[CH:51]=1, predict the reactants needed to synthesize it. The reactants are: [CH3:1][C:2]1[CH:3]=[C:4]([CH:8]=[CH:9][C:10]=1[C:11]([N:13]1[CH2:17][CH2:16][CH2:15][CH2:14]1)=[O:12])[C:5]([OH:7])=O.CN(C(ON1N=NC2C=CC=CC1=2)=[N+](C)C)C.[B-](F)(F)(F)F.C(N(C(C)C)CC)(C)C.[Cl:49][C:50]1[CH:64]=[CH:63][C:53]2[NH:54][C:55]([CH:57]([NH2:62])[CH2:58][CH:59]([CH3:61])[CH3:60])=[N:56][C:52]=2[CH:51]=1.ClCl. (5) Given the product [Br:1][C:2]1[CH:7]=[CH:6][C:5]([CH2:8][Br:10])=[C:4]([F:9])[CH:3]=1, predict the reactants needed to synthesize it. The reactants are: [Br:1][C:2]1[CH:7]=[CH:6][C:5]([CH3:8])=[C:4]([F:9])[CH:3]=1.[Br:10]N1C(=O)CCC1=O.[O-]S([O-])(=S)=O.[Na+].[Na+]. (6) The reactants are: [CH2:1]([Li])[CH2:2][CH2:3][CH3:4].[Li][Li]. Given the product [CH3:4][C:3]1[CH2:1][C:2]2[C:1]([CH:2]=1)=[C:2]([C:3]1[C:4]3[C:3](=[CH:4][CH:1]=[CH:2][CH:3]=3)[CH:2]=[CH:1][CH:4]=1)[CH:1]=[CH:4][CH:3]=2, predict the reactants needed to synthesize it. (7) The reactants are: CS(O[CH2:6][CH2:7][CH:8]([CH:29]1[CH2:31][CH2:30]1)[N:9]1[CH:13]=[C:12]([C:14]2[N:19]3[CH:20]=[CH:21][N:22]=[C:18]3[CH:17]=[C:16]([C:23]3[CH:24]=[N:25][N:26]([CH3:28])[CH:27]=3)[N:15]=2)[CH:11]=[N:10]1)(=O)=O.[F-:32].C([N+](CCCC)(CCCC)CCCC)CCC. Given the product [CH:29]1([CH:8]([N:9]2[CH:13]=[C:12]([C:14]3[N:19]4[CH:20]=[CH:21][N:22]=[C:18]4[CH:17]=[C:16]([C:23]4[CH:24]=[N:25][N:26]([CH3:28])[CH:27]=4)[N:15]=3)[CH:11]=[N:10]2)[CH2:7][CH2:6][F:32])[CH2:30][CH2:31]1, predict the reactants needed to synthesize it.